The task is: Binary Classification. Given a drug SMILES string, predict its activity (active/inactive) in a high-throughput screening assay against a specified biological target.. This data is from SARS-CoV-2 main protease (3CLPro) crystallographic fragment screen with 879 compounds. (1) The compound is O=C(O)CN1CCC(c2ccccc2)CC1. The result is 0 (inactive). (2) The molecule is COc1cccc(C(=O)Nc2ccccc2F)c1. The result is 0 (inactive).